The task is: Predict the product of the given reaction.. This data is from Forward reaction prediction with 1.9M reactions from USPTO patents (1976-2016). Given the reactants [CH2:1]([O:8][C:9]1[CH:10]=[C:11]([CH2:15][C:16]#[N:17])[CH:12]=[CH:13][CH:14]=1)[C:2]1[CH:7]=[CH:6][CH:5]=[CH:4][CH:3]=1.[H-].[H-].[H-].[H-].[Li+].[Al+3], predict the reaction product. The product is: [C:2]1([CH2:1][O:8][C:9]2[CH:10]=[C:11]([CH2:15][CH2:16][NH2:17])[CH:12]=[CH:13][CH:14]=2)[CH:3]=[CH:4][CH:5]=[CH:6][CH:7]=1.